Task: Predict which catalyst facilitates the given reaction.. Dataset: Catalyst prediction with 721,799 reactions and 888 catalyst types from USPTO (1) Reactant: [Br:1][C:2]1[CH:7]=[CH:6][C:5]([C:8]#[C:9][C:10]2[NH:14][C:13]([C@@H:15]3[CH2:19][C@H:18]([CH3:20])[CH2:17][N:16]3[C:21]([O:23][C:24]([CH3:27])([CH3:26])[CH3:25])=[O:22])=[N:12][CH:11]=2)=[CH:4][CH:3]=1.C1C(=O)N([I:35])C(=O)C1. Product: [Br:1][C:2]1[CH:3]=[CH:4][C:5]([C:8]#[C:9][C:10]2[NH:14][C:13]([C@@H:15]3[CH2:19][C@H:18]([CH3:20])[CH2:17][N:16]3[C:21]([O:23][C:24]([CH3:26])([CH3:25])[CH3:27])=[O:22])=[N:12][C:11]=2[I:35])=[CH:6][CH:7]=1. The catalyst class is: 2. (2) Product: [CH2:1]([O:8][CH:9]1[CH2:12][C:11]([CH2:13][C:14]#[N:15])([N:16]2[CH:20]=[C:19]([C:21]3[C:22]4[CH:29]=[CH:28][N:27]([CH2:30][O:31][CH2:32][CH2:33][Si:34]([CH3:37])([CH3:36])[CH3:35])[C:23]=4[N:24]=[CH:25][N:26]=3)[CH:18]=[N:17]2)[CH2:10]1)[C:2]1[CH:7]=[CH:6][CH:5]=[CH:4][CH:3]=1. The catalyst class is: 10. Reactant: [CH2:1]([O:8][CH:9]1[CH2:12][C:11](=[CH:13][C:14]#[N:15])[CH2:10]1)[C:2]1[CH:7]=[CH:6][CH:5]=[CH:4][CH:3]=1.[NH:16]1[CH:20]=[C:19]([C:21]2[C:22]3[CH:29]=[CH:28][N:27]([CH2:30][O:31][CH2:32][CH2:33][Si:34]([CH3:37])([CH3:36])[CH3:35])[C:23]=3[N:24]=[CH:25][N:26]=2)[CH:18]=[N:17]1.N12CCCN=C1CCCCC2. (3) Reactant: [Cl:1][C:2]1[CH:7]=[CH:6][C:5]([C:8]2[S:9][C:10]3[C:11](=[O:42])[N:12]([C:17]4[CH:22]=[CH:21][C:20]([N:23]5[CH2:28][CH2:27][CH:26]([O:29][Si](C(C)C)(C(C)C)C(C)C)[CH2:25][CH2:24]5)=[C:19]([O:40][CH3:41])[CH:18]=4)[CH2:13][CH2:14][C:15]=3[N:16]=2)=[CH:4][CH:3]=1.[F-].C([NH3+])(C)(C)C. Product: [ClH:1].[Cl:1][C:2]1[CH:3]=[CH:4][C:5]([C:8]2[S:9][C:10]3[C:11](=[O:42])[N:12]([C:17]4[CH:22]=[CH:21][C:20]([N:23]5[CH2:28][CH2:27][CH:26]([OH:29])[CH2:25][CH2:24]5)=[C:19]([O:40][CH3:41])[CH:18]=4)[CH2:13][CH2:14][C:15]=3[N:16]=2)=[CH:6][CH:7]=1. The catalyst class is: 49.